From a dataset of Catalyst prediction with 721,799 reactions and 888 catalyst types from USPTO. Predict which catalyst facilitates the given reaction. Reactant: [C:1]([O:5][C:6]([N:8]1[CH2:13][CH2:12][CH:11]([NH:14][CH2:15][CH2:16][O:17][CH3:18])[CH2:10][CH2:9]1)=[O:7])([CH3:4])([CH3:3])[CH3:2].Br[CH:20]([CH3:22])[CH3:21].C(=O)([O-])[O-].[K+].[K+]. Product: [C:1]([O:5][C:6]([N:8]1[CH2:9][CH2:10][CH:11]([N:14]([CH:20]([CH3:22])[CH3:21])[CH2:15][CH2:16][O:17][CH3:18])[CH2:12][CH2:13]1)=[O:7])([CH3:4])([CH3:3])[CH3:2]. The catalyst class is: 496.